From a dataset of Full USPTO retrosynthesis dataset with 1.9M reactions from patents (1976-2016). Predict the reactants needed to synthesize the given product. (1) The reactants are: C([O:3][C:4]([C:6]1[N:7]=[C:8]([CH2:11][O:12][C:13]2[CH:18]=[CH:17][C:16](I)=[CH:15][CH:14]=2)[S:9][CH:10]=1)=[O:5])C.[O:20]([C:27]1[CH:32]=[CH:31][CH:30]=[CH:29][C:28]=1B(O)O)[C:21]1[CH:26]=[CH:25][CH:24]=[CH:23][CH:22]=1. Given the product [O:20]([C:27]1[CH:28]=[CH:29][CH:30]=[CH:31][C:32]=1[C:16]1[CH:15]=[CH:14][C:13]([O:12][CH2:11][C:8]2[S:9][CH:10]=[C:6]([C:4]([OH:3])=[O:5])[N:7]=2)=[CH:18][CH:17]=1)[C:21]1[CH:26]=[CH:25][CH:24]=[CH:23][CH:22]=1, predict the reactants needed to synthesize it. (2) Given the product [CH2:20]([O:12][C:11]([C:8]1[C:9]2[CH:10]=[C:2]([CH3:1])[NH:3][C:4]=2[CH:5]=[CH:6][CH:7]=1)=[O:13])[C:21]1[CH:26]=[CH:25][CH:24]=[CH:23][CH:22]=1, predict the reactants needed to synthesize it. The reactants are: [CH3:1][C:2]1[NH:3][C:4]2[CH:5]=[CH:6][CH:7]=[C:8]([C:11]([OH:13])=[O:12])[C:9]=2[CH:10]=1.C(=O)([O-])[O-].[K+].[K+].[CH2:20](Br)[C:21]1[CH:26]=[CH:25][CH:24]=[CH:23][CH:22]=1.O. (3) The reactants are: S(Cl)([Cl:3])=O.[C:5]([N:9]1[C:21]([CH2:22]O)=[C:20]2[C:11]([C:12](=[O:24])[NH:13][C:14]3[CH:15]=[CH:16][CH:17]=[CH:18][C:19]=32)=[N:10]1)([CH3:8])([CH3:7])[CH3:6]. Given the product [ClH:3].[C:5]([N:9]1[C:21]([CH2:22][Cl:3])=[C:20]2[C:11]([C:12](=[O:24])[NH:13][C:14]3[CH:15]=[CH:16][CH:17]=[CH:18][C:19]=32)=[N:10]1)([CH3:8])([CH3:7])[CH3:6], predict the reactants needed to synthesize it. (4) Given the product [N:3]1[CH:2]=[CH:7][N:6]=[C:5]2[NH:8][CH:9]=[C:10]([C:11]([NH2:13])=[O:12])[C:4]=12, predict the reactants needed to synthesize it. The reactants are: Br[C:2]1[N:3]=[C:4]2[C:10]([C:11]([NH:13]C(C)C)=[O:12])=[CH:9][N:8](COCC[Si](C)(C)C)[C:5]2=[N:6][CH:7]=1.CN1C2CCC(C)(C)CC=2C([Sn](CCCC)(CCCC)CCCC)=N1. (5) The reactants are: Cl.[NH:2]1[C:6]2=[N:7][CH:8]=[CH:9][C:10]([O:11][C:12]3[CH:17]=[CH:16][C:15]([NH:18]C4C(C(NC5C=CC(F)=CC=5F)=O)=CN=CC=4)=[CH:14][C:13]=3[F:36])=[C:5]2[CH:4]=[CH:3]1.Cl[C:38]1[N:54]=[CH:53][CH:52]=[C:51]([O:55][CH3:56])[C:39]=1[C:40]([NH:42][C:43]1[CH:48]=[CH:47][C:46]([F:49])=[CH:45][C:44]=1[F:50])=[O:41].Cl. Given the product [NH:2]1[C:6]2=[N:7][CH:8]=[CH:9][C:10]([O:11][C:12]3[CH:17]=[CH:16][C:15]([NH:18][C:38]4[N:54]=[CH:53][CH:52]=[C:51]([O:55][CH3:56])[C:39]=4[C:40]([NH:42][C:43]4[CH:48]=[CH:47][C:46]([F:49])=[CH:45][C:44]=4[F:50])=[O:41])=[CH:14][C:13]=3[F:36])=[C:5]2[CH:4]=[CH:3]1.[NH:2]1[C:6]2=[N:7][CH:8]=[CH:9][C:10]([O:11][C:12]3[CH:17]=[CH:16][C:15]([NH:18][C:38]4[N:54]=[CH:53][CH:52]=[C:51]([OH:55])[C:39]=4[C:40]([NH:42][C:43]4[CH:48]=[CH:47][C:46]([F:49])=[CH:45][C:44]=4[F:50])=[O:41])=[CH:14][C:13]=3[F:36])=[C:5]2[CH:4]=[CH:3]1, predict the reactants needed to synthesize it. (6) Given the product [ClH:30].[NH2:23][C:20]1[CH:21]=[CH:22][C:17]([C:16]([NH:15][C:12]2[CH:11]=[CH:10][C:9]([S:8][C:6]3[CH:5]=[CH:4][N:3]=[C:2]([NH2:1])[CH:7]=3)=[CH:14][CH:13]=2)=[O:26])=[CH:18][CH:19]=1, predict the reactants needed to synthesize it. The reactants are: [NH2:1][C:2]1[CH:7]=[C:6]([S:8][C:9]2[CH:14]=[CH:13][C:12]([NH:15][C:16](=[O:26])[C:17]3[CH:22]=[CH:21][C:20]([N+:23]([O-])=O)=[CH:19][CH:18]=3)=[CH:11][CH:10]=2)[CH:5]=[CH:4][N:3]=1.CCO.[ClH:30]. (7) Given the product [Cl:23][C:19]1[CH:18]=[C:17]([C:14]2[CH:15]=[CH:16][C:11]([CH2:10][C@@H:3]([NH:2][C:32]([C:26]3[NH:25][N:24]=[C:28]([C:29]([OH:31])=[O:30])[CH:27]=3)=[O:33])[CH2:4][C:5]([O:7][CH2:8][CH3:9])=[O:6])=[CH:12][CH:13]=2)[CH:22]=[CH:21][CH:20]=1, predict the reactants needed to synthesize it. The reactants are: Cl.[NH2:2][C@H:3]([CH2:10][C:11]1[CH:16]=[CH:15][C:14]([C:17]2[CH:22]=[CH:21][CH:20]=[C:19]([Cl:23])[CH:18]=2)=[CH:13][CH:12]=1)[CH2:4][C:5]([O:7][CH2:8][CH3:9])=[O:6].[NH:24]1[C:28]([C:29]([OH:31])=[O:30])=[CH:27][C:26]([C:32](O)=[O:33])=[N:25]1.CCN=C=NCCCN(C)C.C1C=CC2N(O)N=NC=2C=1.C(N(CC)CC)C.